Dataset: Catalyst prediction with 721,799 reactions and 888 catalyst types from USPTO. Task: Predict which catalyst facilitates the given reaction. (1) Reactant: [Cl:1][C:2]1[CH:3]=[CH:4][C:5]([NH:18][CH2:19][CH:20]2[CH2:25][CH2:24][NH:23][CH2:22][CH2:21]2)=[C:6]([CH:17]=1)[C:7]([NH:9][C:10]1[CH:15]=[CH:14][C:13]([Cl:16])=[CH:12][N:11]=1)=[O:8].[F:26][C:27]([F:33])([F:32])[CH2:28][C:29](=O)[CH3:30].C([BH3-])#N.[Na+]. Product: [Cl:1][C:2]1[CH:3]=[CH:4][C:5]([NH:18][CH2:19][CH:20]2[CH2:21][CH2:22][N:23]([CH:29]([CH2:28][C:27]([F:33])([F:32])[F:26])[CH3:30])[CH2:24][CH2:25]2)=[C:6]([CH:17]=1)[C:7]([NH:9][C:10]1[CH:15]=[CH:14][C:13]([Cl:16])=[CH:12][N:11]=1)=[O:8]. The catalyst class is: 130. (2) Reactant: [CH3:1][C:2]1[S:3][C:4]2[CH:10]=[CH:9][C:8](CCCN3C(=O)C4C(=CC=CC=4)C3=O)=[CH:7][C:5]=2[N:6]=1.C[NH2:26].[Cl:27]CCl.[ClH:30].[CH:31](O)([CH3:33])[CH3:32]. Product: [ClH:27].[ClH:30].[CH3:1][C:2]1[S:3][C:4]2[CH:10]=[C:9]([CH2:32][CH2:31][CH2:33][NH2:26])[CH:8]=[CH:7][C:5]=2[N:6]=1. The catalyst class is: 97.